This data is from Peptide-MHC class II binding affinity with 134,281 pairs from IEDB. The task is: Regression. Given a peptide amino acid sequence and an MHC pseudo amino acid sequence, predict their binding affinity value. This is MHC class II binding data. (1) The peptide sequence is EKKYFMATQFEPLAA. The MHC is HLA-DQA10101-DQB10501 with pseudo-sequence HLA-DQA10101-DQB10501. The binding affinity (normalized) is 0.545. (2) The MHC is DRB1_1201 with pseudo-sequence DRB1_1201. The peptide sequence is PANDKFTVFEAAFNN. The binding affinity (normalized) is 0.284. (3) The peptide sequence is HLCGDHLVEAL. The MHC is HLA-DQA10102-DQB10602 with pseudo-sequence HLA-DQA10102-DQB10602. The binding affinity (normalized) is 0.